From a dataset of Reaction yield outcomes from USPTO patents with 853,638 reactions. Predict the reaction yield, written as a fraction of the theoretical maximum amount of product (1.0 means a 100% yield; for example, 0.34 means a 34% yield). (1) The reactants are [CH3:1][S:2]([C:5]1[CH:10]=[CH:9][C:8]([O-:11])=[CH:7][CH:6]=1)(=[O:4])=[O:3].[K+].Br[CH2:14][C:15]1[N:16]=[N:17][C:18]([Cl:21])=[CH:19][CH:20]=1.O. The catalyst is CN(C)C=O. The yield is 0.690. The product is [Cl:21][C:18]1[N:17]=[N:16][C:15]([CH2:14][O:11][C:8]2[CH:9]=[CH:10][C:5]([S:2]([CH3:1])(=[O:3])=[O:4])=[CH:6][CH:7]=2)=[CH:20][CH:19]=1. (2) The reactants are I[C:2]1[C:7]([NH2:8])=[C:6]([N+:9]([O-:11])=[O:10])[CH:5]=[C:4]([CH3:12])[CH:3]=1.[C:13]([C:15]1[CH:20]=[CH:19][CH:18]=[C:17]([CH3:21])[N:16]=1)#[CH:14]. No catalyst specified. The product is [CH3:12][C:4]1[CH:3]=[C:2]2[C:7](=[C:6]([N+:9]([O-:11])=[O:10])[CH:5]=1)[NH:8][C:13]([C:15]1[CH:20]=[CH:19][CH:18]=[C:17]([CH3:21])[N:16]=1)=[CH:14]2. The yield is 0.350. (3) The reactants are B(Br)(Br)Br.[Cl:5][C:6]1[CH:11]=[CH:10][C:9]([CH2:12][C:13]#[N:14])=[CH:8][C:7]=1[O:15]C.O. The catalyst is ClCCl. The product is [Cl:5][C:6]1[CH:11]=[CH:10][C:9]([CH2:12][C:13]#[N:14])=[CH:8][C:7]=1[OH:15]. The yield is 0.850. (4) The reactants are [CH3:1][O:2][C:3]1[C:8]2[O:9][CH2:10][CH2:11][O:12][C:7]=2[C:6]([C:13](O)([CH3:16])[CH:14]=[CH2:15])=[CH:5][CH:4]=1.[C:18]([O:22][CH2:23][CH3:24])(=[O:21])[CH:19]=[CH2:20].C1(C)C=CC(S([O-])(=O)=O)=CC=1.[NH+]1C=CC=CC=1.C(=O)([O-])O.[Na+]. The catalyst is C(OCCC)(=O)C.[Cl-].[Na+].O. The product is [CH2:23]([O:22][C:18]([CH:19]1[CH2:20][CH2:16][C:13]([C:6]2[C:7]3[O:12][CH2:11][CH2:10][O:9][C:8]=3[C:3]([O:2][CH3:1])=[CH:4][CH:5]=2)=[CH:14][CH2:15]1)=[O:21])[CH3:24]. The yield is 0.706.